Dataset: Reaction yield outcomes from USPTO patents with 853,638 reactions. Task: Predict the reaction yield, written as a fraction of the theoretical maximum amount of product (1.0 means a 100% yield; for example, 0.34 means a 34% yield). (1) The yield is 0.950. The catalyst is C(Cl)Cl. The product is [CH3:1][C:2]1[C:6]([C:7]2[CH:19]=[C:18]([C:20]([OH:22])=[O:21])[C:17]3[C:16]4[C:11](=[CH:12][CH:13]=[C:14]([C:27]([N:29]5[CH2:30][CH:31]([F:33])[CH2:32]5)=[O:28])[CH:15]=4)[N:10]([CH2:34][C:35]4[CH:36]=[CH:37][C:38]([F:41])=[CH:39][CH:40]=4)[C:9]=3[CH:8]=2)=[C:5]([CH3:42])[O:4][N:3]=1. The reactants are [CH3:1][C:2]1[C:6]([C:7]2[CH:19]=[C:18]([C:20]([O:22]C(C)(C)C)=[O:21])[C:17]3[C:16]4[C:11](=[CH:12][CH:13]=[C:14]([C:27]([N:29]5[CH2:32][CH:31]([F:33])[CH2:30]5)=[O:28])[CH:15]=4)[N:10]([CH2:34][C:35]4[CH:40]=[CH:39][C:38]([F:41])=[CH:37][CH:36]=4)[C:9]=3[CH:8]=2)=[C:5]([CH3:42])[O:4][N:3]=1.C(O)(C(F)(F)F)=O. (2) The reactants are [CH3:1][N:2]1[CH:6]=[C:5]([NH:7][C:8]([C:10]2[N:11]([CH3:18])[CH:12]=[C:13]([N+:15]([O-])=O)[CH:14]=2)=[O:9])[CH:4]=[C:3]1[C:19]([O:21][CH3:22])=[O:20].Cl.[H][H].[C:26]([O:30][C:31]([NH:33][C:34]1[CH:35]=[C:36]([C:40]([NH:42][C:43]2[N:44]=[C:45]([C:49](O)=[O:50])[N:46]([CH3:48])[CH:47]=2)=[O:41])[N:37]([CH3:39])[CH:38]=1)=[O:32])([CH3:29])([CH3:28])[CH3:27].C(Cl)CCl.CCN(C(C)C)C(C)C. The catalyst is [Pd].CC(N(C)C)=O.C1COCC1. The product is [C:26]([O:30][C:31]([NH:33][C:34]1[CH:35]=[C:36]([C:40]([NH:42][C:43]2[N:44]=[C:45]([C:49]([NH:15][C:13]3[CH:14]=[C:10]([C:8]([NH:7][C:5]4[CH:4]=[C:3]([C:19]([O:21][CH3:22])=[O:20])[N:2]([CH3:1])[CH:6]=4)=[O:9])[N:11]([CH3:18])[CH:12]=3)=[O:50])[N:46]([CH3:48])[CH:47]=2)=[O:41])[N:37]([CH3:39])[CH:38]=1)=[O:32])([CH3:29])([CH3:27])[CH3:28]. The yield is 0.820. (3) The reactants are [CH2:1]1[C:9]2[C:4](=[CH:5][C:6]([OH:10])=[CH:7][CH:8]=2)[CH2:3][CH2:2]1.N1C=CC=CC=1.[C:17](Cl)(=[O:19])[CH3:18]. The catalyst is ClCCl. The product is [C:17]([O:10][C:6]1[CH:5]=[C:4]2[C:9](=[CH:8][CH:7]=1)[CH2:1][CH2:2][CH2:3]2)(=[O:19])[CH3:18]. The yield is 0.920. (4) The reactants are [CH2:1]([O:3][C:4](OCC)(OCC)[CH3:5])[CH3:2].[C:12]([CH2:14][C:15]([O:17][CH2:18][CH3:19])=[O:16])#[N:13]. The catalyst is C(OC(=O)C)(=O)C. The product is [C:12](/[C:14](=[C:1](\[O:3][CH2:4][CH3:5])/[CH3:2])/[C:15]([O:17][CH2:18][CH3:19])=[O:16])#[N:13]. The yield is 0.160. (5) The reactants are [Cl:1][C:2]1[CH:3]=[C:4]([CH2:9][C:10]#[N:11])[CH:5]=[C:6]([Cl:8])[CH:7]=1.[H-].[Na+].Br[CH2:15][CH2:16][CH2:17][CH2:18][CH2:19]Br.O. The catalyst is CN(C)C=O. The product is [Cl:1][C:2]1[CH:3]=[C:4]([C:9]2([C:10]#[N:11])[CH2:19][CH2:18][CH2:17][CH2:16][CH2:15]2)[CH:5]=[C:6]([Cl:8])[CH:7]=1. The yield is 0.790. (6) The reactants are C[O:2][C:3]([CH:5]([CH2:10][CH2:11][CH2:12][CH2:13][CH2:14][CH2:15][O:16][C:17]1[CH:22]=[CH:21][C:20]([N+:23]([O-])=O)=[CH:19][CH:18]=1)[C:6](OC)=[O:7])=O.[Li+].[BH4-].CO. The catalyst is C1COCC1. The product is [NH2:23][C:20]1[CH:19]=[CH:18][C:17]([O:16][CH2:15][CH2:14][CH2:13][CH2:12][CH2:11][CH2:10][CH:5]([CH2:3][OH:2])[CH2:6][OH:7])=[CH:22][CH:21]=1. The yield is 0.670.